From a dataset of Forward reaction prediction with 1.9M reactions from USPTO patents (1976-2016). Predict the product of the given reaction. (1) Given the reactants O[Li].O.C[O:5][C:6](=[O:22])[CH2:7][C@@H:8]([NH:14][C:15]([O:17][C:18]([CH3:21])([CH3:20])[CH3:19])=[O:16])[C:9]1[CH:13]=[CH:12][O:11][CH:10]=1, predict the reaction product. The product is: [C:18]([O:17][C:15]([NH:14][C@@H:8]([C:9]1[CH:13]=[CH:12][O:11][CH:10]=1)[CH2:7][C:6]([OH:22])=[O:5])=[O:16])([CH3:21])([CH3:19])[CH3:20]. (2) Given the reactants [Cl:1][C:2]1[CH:7]=[CH:6][C:5](/[CH:8]=[CH:9]/[CH:10]2[CH2:15][CH2:14][N:13]([C:16](=[O:29])[CH2:17][N:18]3C(=O)C4C(=CC=CC=4)C3=O)[CH2:12][CH2:11]2)=[CH:4][CH:3]=1.O.NN, predict the reaction product. The product is: [Cl:1][C:2]1[CH:3]=[CH:4][C:5](/[CH:8]=[CH:9]/[CH:10]2[CH2:11][CH2:12][N:13]([C:16](=[O:29])[CH2:17][NH2:18])[CH2:14][CH2:15]2)=[CH:6][CH:7]=1. (3) Given the reactants [CH2:1]([C:3]1[N:12]([CH2:13][CH2:14][CH3:15])[C:11](=[O:16])[C:10]2[C:5](=[CH:6][CH:7]=[CH:8][CH:9]=2)[N:4]=1)[CH3:2].C([O-])(=O)C.[Na+].[Br:22]Br.O, predict the reaction product. The product is: [Br:22][CH:1]([C:3]1[N:12]([CH2:13][CH2:14][CH3:15])[C:11](=[O:16])[C:10]2[C:5](=[CH:6][CH:7]=[CH:8][CH:9]=2)[N:4]=1)[CH3:2]. (4) Given the reactants [CH2:1]([C:8]1[O:9][C:10]2[CH:29]=[CH:28][CH:27]=[CH:26][C:11]=2[C:12]=1[C:13]1[CH:18]=[CH:17][C:16]([C:19]2[CH:24]=[CH:23][C:22]([OH:25])=[CH:21][CH:20]=2)=[CH:15][CH:14]=1)[C:2]1[CH:7]=[CH:6][CH:5]=[CH:4][CH:3]=1.C[O:31][C:32](=[O:43])[C@H:33](O)[CH2:34][CH2:35][C:36]1[CH:41]=[CH:40][CH:39]=[CH:38][CH:37]=1, predict the reaction product. The product is: [CH2:1]([C:8]1[O:9][C:10]2[CH:29]=[CH:28][CH:27]=[CH:26][C:11]=2[C:12]=1[C:13]1[CH:18]=[CH:17][C:16]([C:19]2[CH:24]=[CH:23][C:22]([O:25][C@@H:33]([CH2:34][CH2:35][C:36]3[CH:41]=[CH:40][CH:39]=[CH:38][CH:37]=3)[C:32]([OH:43])=[O:31])=[CH:21][CH:20]=2)=[CH:15][CH:14]=1)[C:2]1[CH:3]=[CH:4][CH:5]=[CH:6][CH:7]=1. (5) Given the reactants Cl[C:2]1[N:7]=[C:6]([CH2:8][C:9]([C:11]2[CH:12]=[C:13]([N:17]([CH3:26])[C:18]([CH:20]3[CH2:25][CH2:24][CH2:23][CH2:22][CH2:21]3)=[O:19])[CH:14]=[CH:15][CH:16]=2)=[O:10])[CH:5]=[CH:4][N:3]=1.CC(O)C.[F:31][C:32]([F:47])([F:46])[C:33]([N:35]1[CH2:44][CH2:43][C:42]2[C:37](=[CH:38][C:39]([NH2:45])=[CH:40][CH:41]=2)[CH2:36]1)=[O:34].[OH-].[Na+], predict the reaction product. The product is: [CH3:26][N:17]([C:13]1[CH:14]=[CH:15][CH:16]=[C:11]([C:9](=[O:10])[CH2:8][C:6]2[CH:5]=[CH:4][N:3]=[C:2]([NH:45][C:39]3[CH:38]=[C:37]4[C:42]([CH2:43][CH2:44][N:35]([C:33](=[O:34])[C:32]([F:47])([F:31])[F:46])[CH2:36]4)=[CH:41][CH:40]=3)[N:7]=2)[CH:12]=1)[C:18]([CH:20]1[CH2:25][CH2:24][CH2:23][CH2:22][CH2:21]1)=[O:19].